Predict the product of the given reaction. From a dataset of Forward reaction prediction with 1.9M reactions from USPTO patents (1976-2016). (1) Given the reactants [CH3:1][O:2][C:3](=[O:32])[CH2:4][C@@H:5]1[C:10](=[O:11])[CH:9]=[CH:8][N:7]([C:12]([O:14][CH2:15][C:16]2[CH:21]=[CH:20][CH:19]=[CH:18][CH:17]=2)=[O:13])[C@H:6]1[C:22]1[CH:27]=[CH:26][C:25]([C:28]([F:31])([F:30])[F:29])=[CH:24][CH:23]=1.CCC(C)[BH-](C(C)CC)C(C)CC.[Li+], predict the reaction product. The product is: [CH3:1][O:2][C:3](=[O:32])[CH2:4][C@@H:5]1[C:10](=[O:11])[CH2:9][CH2:8][N:7]([C:12]([O:14][CH2:15][C:16]2[CH:21]=[CH:20][CH:19]=[CH:18][CH:17]=2)=[O:13])[C@H:6]1[C:22]1[CH:23]=[CH:24][C:25]([C:28]([F:31])([F:29])[F:30])=[CH:26][CH:27]=1. (2) Given the reactants [CH:1]1[C:6]([N:7]=[C:8]=[S:9])=[CH:5][C:4]2[C:10]([O:12][C:13]3([C:23]4[CH:24]=[CH:25][C:26]([OH:28])=[CH:27][C:22]=4[O:21][C:15]4[CH:16]=[C:17]([OH:20])[CH:18]=[CH:19][C:14]3=4)[C:3]=2[CH:2]=1)=[O:11].[CH3:29][CH:30]([CH2:32][CH2:33][CH2:34][C@H:35]([C@@H:37]1[C@:55]2([CH3:56])[C@H:40]([C@H:41]3[C@H:52]([CH2:53][CH2:54]2)[C@:50]2([CH3:51])[C:44]([CH2:45][C@H:46]([CH2:48][CH2:49]2)[OH:47])=[CH:43][CH2:42]3)[CH2:39][CH2:38]1)[CH3:36])[CH3:31], predict the reaction product. The product is: [CH:1]1[C:6]([N:7]=[C:8]=[S:9])=[CH:5][C:4]2[C:10]([O:12][C:13]3([C:14]4[CH:19]=[CH:18][C:17]([OH:20])=[CH:16][C:15]=4[O:21][C:22]4[CH:27]=[C:26]([OH:28])[CH:25]=[CH:24][C:23]3=4)[C:3]=2[CH:2]=1)=[O:11].[CH3:31][CH:30]([CH2:32][CH2:33][CH2:34][C@H:35]([C@@H:37]1[C@:55]2([CH3:56])[C@H:40]([C@H:41]3[C@H:52]([CH2:53][CH2:54]2)[C@:50]2([CH3:51])[C:44]([CH2:45][C@H:46]([CH2:48][CH2:49]2)[OH:47])=[CH:43][CH2:42]3)[CH2:39][CH2:38]1)[CH3:36])[CH3:29].